Task: Predict the reactants needed to synthesize the given product.. Dataset: Full USPTO retrosynthesis dataset with 1.9M reactions from patents (1976-2016) (1) Given the product [CH3:10][CH:9]1[CH2:2][C:11]1([C:17]([O:19][CH2:20][CH3:21])=[O:18])[C:12]([O:14][CH2:15][CH3:16])=[O:13], predict the reactants needed to synthesize it. The reactants are: [I-].[CH3:2][S+](C)(C)=O.[H-].[Na+].[CH:9](=[C:11]([C:17]([O:19][CH2:20][CH3:21])=[O:18])[C:12]([O:14][CH2:15][CH3:16])=[O:13])[CH3:10].Cl. (2) Given the product [O:1]=[C:2]1[NH:10][C:5]2=[N:6][CH:7]=[CH:8][CH:9]=[C:4]2[C@:3]21[CH2:24][C:13]1[CH:14]=[C:15]3[C:20](=[CH:21][C:12]=1[CH2:11]2)[N:19]=[C:18]([C:22]([OH:26])=[O:23])[CH:17]=[CH:16]3, predict the reactants needed to synthesize it. The reactants are: [O:1]=[C:2]1[NH:10][C:5]2=[N:6][CH:7]=[CH:8][CH:9]=[C:4]2[C@:3]21[CH2:24][C:13]1[CH:14]=[C:15]3[C:20](=[CH:21][C:12]=1[CH2:11]2)[N:19]=[C:18]([CH:22]=[O:23])[CH:17]=[CH:16]3.[Se](=O)=[O:26]. (3) Given the product [OH:8][CH2:9][CH2:10][O:11][C:12]1[CH:27]=[CH:26][C:15]([CH2:16][CH:17]([CH2:23][CH:24]=[CH2:25])[C:18]([O:20][CH2:21][CH3:22])=[O:19])=[CH:14][CH:13]=1, predict the reactants needed to synthesize it. The reactants are: [Si]([O:8][CH2:9][CH2:10][O:11][C:12]1[CH:27]=[CH:26][C:15]([CH2:16][CH:17]([CH2:23][CH:24]=[CH2:25])[C:18]([O:20][CH2:21][CH3:22])=[O:19])=[CH:14][CH:13]=1)(C(C)(C)C)(C)C.[F-].C([N+](CCCC)(CCCC)CCCC)CCC.